Dataset: Peptide-MHC class I binding affinity with 185,985 pairs from IEDB/IMGT. Task: Regression. Given a peptide amino acid sequence and an MHC pseudo amino acid sequence, predict their binding affinity value. This is MHC class I binding data. (1) The MHC is HLA-B54:01 with pseudo-sequence HLA-B54:01. The binding affinity (normalized) is 0.237. The peptide sequence is FPPEGVSIW. (2) The peptide sequence is SEFCDMLRL. The MHC is HLA-B40:01 with pseudo-sequence HLA-B40:01. The binding affinity (normalized) is 0.590.